This data is from Full USPTO retrosynthesis dataset with 1.9M reactions from patents (1976-2016). The task is: Predict the reactants needed to synthesize the given product. (1) Given the product [C:1]([O:5][C:6]([N:8]1[CH2:13][C@@H:12]([C:14](=[O:37])[NH:15][CH2:16][C:17]2([CH2:31][CH2:32][CH2:33][CH2:34][O:35][CH3:36])[C:18]3[CH:19]=[CH:20][CH:21]=[CH:22][C:23]=3[O:24][C:25]3[C:30]2=[CH:29][CH:52]=[CH:53][CH:26]=3)[CH2:11][C@@H:10]([C:38](=[O:40])[N:44]([CH2:42][CH3:43])[CH2:45][CH:46]2[CH2:51][CH2:50][O:49][CH2:48][CH2:47]2)[CH2:9]1)=[O:7])([CH3:2])([CH3:3])[CH3:4], predict the reactants needed to synthesize it. The reactants are: [C:1]([O:5][C:6]([N:8]1[CH2:13][C@@H:12]([C:14](=[O:37])[NH:15][CH2:16][C:17]2([CH2:31][CH2:32][CH2:33][CH2:34][O:35][CH3:36])[C:30]3[CH:29]=CC=[CH:26][C:25]=3[O:24][C:23]3[C:18]2=[CH:19][CH:20]=[CH:21][CH:22]=3)[CH2:11][C@@H:10]([C:38]([OH:40])=O)[CH2:9]1)=[O:7])([CH3:4])([CH3:3])[CH3:2].Cl.[CH2:42]([NH:44][CH2:45][CH:46]1[CH2:51][CH2:50][O:49][CH2:48][CH2:47]1)[CH3:43].[CH2:52](N(CC)CC)[CH3:53]. (2) The reactants are: [Cl:1][C:2]1[CH:7]=[C:6]([Cl:8])[CH:5]=[CH:4][C:3]=1[NH:9][C:10]1[O:14][C:13]([C:15]([NH:17][C:18]2[CH:19]=[CH:20][C:21]([O:24][CH:25]3[CH2:30][CH2:29][C:28]([CH3:36])([C:31]([O:33]CC)=[O:32])[CH2:27][CH2:26]3)=[N:22][CH:23]=2)=[O:16])=[N:12][N:11]=1.C[Si](C)(C)[O-].[K+]. Given the product [Cl:1][C:2]1[CH:7]=[C:6]([Cl:8])[CH:5]=[CH:4][C:3]=1[NH:9][C:10]1[O:14][C:13]([C:15]([NH:17][C:18]2[CH:19]=[CH:20][C:21]([O:24][CH:25]3[CH2:26][CH2:27][C:28]([CH3:36])([C:31]([OH:33])=[O:32])[CH2:29][CH2:30]3)=[N:22][CH:23]=2)=[O:16])=[N:12][N:11]=1, predict the reactants needed to synthesize it.